The task is: Predict the reactants needed to synthesize the given product.. This data is from Full USPTO retrosynthesis dataset with 1.9M reactions from patents (1976-2016). (1) Given the product [CH:1]([C:4]1[CH:17]=[C:16]2[C:7]([CH:8]3[CH:13]([CH:14]([C:18]4[CH:19]=[CH:20][C:21]([O:24][CH3:25])=[CH:22][CH:23]=4)[CH2:15]2)[CH2:12][CH2:11][CH2:10][CH2:9]3)=[CH:6][C:5]=1[O:26][CH3:27])([CH3:3])[CH3:2], predict the reactants needed to synthesize it. The reactants are: [C:1]([C:4]1[CH:17]=[C:16]2[C:7]([CH:8]3[CH:13]([CH:14]([C:18]4[CH:23]=[CH:22][C:21]([O:24][CH3:25])=[CH:20][CH:19]=4)[CH2:15]2)[CH2:12][CH2:11][CH2:10][CH2:9]3)=[CH:6][C:5]=1[O:26][CH3:27])([CH3:3])=[CH2:2]. (2) Given the product [CH2:1]([N:8]([CH:9]([CH2:10][OH:11])[CH2:12][OH:13])[C:23](=[O:24])[CH:22]([Cl:21])[CH3:26])[C:2]1[CH:7]=[CH:6][CH:5]=[CH:4][CH:3]=1, predict the reactants needed to synthesize it. The reactants are: [CH2:1]([NH:8][CH:9]([CH2:12][OH:13])[CH2:10][OH:11])[C:2]1[CH:7]=[CH:6][CH:5]=[CH:4][CH:3]=1.C(N(CC)CC)C.[Cl:21][CH:22]([CH3:26])[C:23](Cl)=[O:24]. (3) The reactants are: Cl.NO.C([N:6](CC)CC)C.[Cl:11][C:12]1[CH:17]=[C:16]([C:18]#[N:19])[C:15]([Cl:20])=[CH:14][C:13]=1[CH2:21][CH2:22][C:23]([O:25][C:26]([CH3:29])([CH3:28])[CH3:27])=[O:24]. Given the product [C:18]([C:16]1[C:15]([Cl:20])=[CH:14][C:13]([CH2:21][CH2:22][C:23]([O:25][C:26]([CH3:29])([CH3:28])[CH3:27])=[O:24])=[C:12]([Cl:11])[CH:17]=1)(=[NH:6])[NH2:19], predict the reactants needed to synthesize it. (4) Given the product [N+:9]([C:12]1[CH:17]=[C:16]([C:3]2[CH:8]=[CH:7][N:6]=[CH:5][CH:4]=2)[CH:15]=[CH:14][CH:13]=1)([O-:11])=[O:10], predict the reactants needed to synthesize it. The reactants are: Cl.Br[C:3]1[CH:8]=[CH:7][N:6]=[CH:5][CH:4]=1.[N+:9]([C:12]1[CH:13]=[C:14](B(O)O)[CH:15]=[CH:16][CH:17]=1)([O-:11])=[O:10].C(=O)([O-])[O-].[K+].[K+].C(O)CCO. (5) The reactants are: [CH2:1]([N:3]([CH2:21][CH2:22][CH3:23])[C:4]([C:6]1[CH:7]=[C:8]([CH:13]=[C:14]([C:16]2[O:17][CH:18]=[CH:19][N:20]=2)[CH:15]=1)[C:9]([O:11]C)=[O:10])=[O:5])[CH3:2].O.[OH-].[Li+]. Given the product [CH2:1]([N:3]([CH2:21][CH2:22][CH3:23])[C:4]([C:6]1[CH:7]=[C:8]([CH:13]=[C:14]([C:16]2[O:17][CH:18]=[CH:19][N:20]=2)[CH:15]=1)[C:9]([OH:11])=[O:10])=[O:5])[CH3:2], predict the reactants needed to synthesize it. (6) Given the product [Cl:8][C:7]1[C:2]([N:24]([CH2:23][C:19]2[CH:18]=[C:17]3[C:22](=[CH:21][CH:20]=2)[N:13]=[CH:14][CH:15]=[CH:16]3)[S:25]([C:28]2[CH:29]=[CH:30][C:31]([C:32]([O:34][CH3:35])=[O:33])=[CH:36][CH:37]=2)(=[O:26])=[O:27])=[N:3][CH:4]=[C:5]([C:9]([F:12])([F:11])[F:10])[CH:6]=1, predict the reactants needed to synthesize it. The reactants are: Cl[C:2]1[C:7]([Cl:8])=[CH:6][C:5]([C:9]([F:12])([F:11])[F:10])=[CH:4][N:3]=1.[N:13]1[C:22]2[C:17](=[CH:18][C:19]([CH2:23][NH:24][S:25]([C:28]3[CH:37]=[CH:36][C:31]([C:32]([O:34][CH3:35])=[O:33])=[CH:30][CH:29]=3)(=[O:27])=[O:26])=[CH:20][CH:21]=2)[CH:16]=[CH:15][CH:14]=1. (7) The reactants are: [BH4-].[Na+].[CH3:3][CH:4]1[CH2:8][CH2:7][CH2:6][N:5]1[CH2:9][CH2:10][CH2:11][O:12][C:13]1[CH:18]=[CH:17][C:16]([C:19]2[O:20][CH:21]=[C:22]([CH2:24][C:25](=O)[N:26]3[CH2:30][CH2:29][CH2:28][CH2:27]3)[N:23]=2)=[CH:15][CH:14]=1.II.[OH-].[K+]. Given the product [CH3:3][CH:4]1[CH2:8][CH2:7][CH2:6][N:5]1[CH2:9][CH2:10][CH2:11][O:12][C:13]1[CH:14]=[CH:15][C:16]([C:19]2[O:20][CH:21]=[C:22]([CH2:24][CH2:25][N:26]3[CH2:27][CH2:28][CH2:29][CH2:30]3)[N:23]=2)=[CH:17][CH:18]=1, predict the reactants needed to synthesize it. (8) Given the product [Cl:4][CH2:19][C:18]([C:15]1[CH:16]=[CH:17][C:12]([O:11][C:10]2[CH:21]=[CH:22][C:7]([Cl:6])=[CH:8][CH:9]=2)=[CH:13][CH:14]=1)=[O:20], predict the reactants needed to synthesize it. The reactants are: S(Cl)([Cl:4])(=O)=O.[Cl:6][C:7]1[CH:22]=[CH:21][C:10]([O:11][C:12]2[CH:17]=[CH:16][C:15]([C:18](=[O:20])[CH3:19])=[CH:14][CH:13]=2)=[CH:9][CH:8]=1.[OH-].[Na+]. (9) Given the product [CH3:1][O:2][C:3]1[C:4](=[O:29])[C:5]([CH3:28])=[C:6]([CH2:12][C:13]2[CH:21]=[CH:20][C:16]([C:17]([N:30]3[CH2:35][CH2:34][O:33][CH2:32][CH2:31]3)=[O:18])=[C:15]([C:22]3[CH:23]=[CH:24][CH:25]=[CH:26][CH:27]=3)[CH:14]=2)[C:7](=[O:11])[C:8]=1[O:9][CH3:10], predict the reactants needed to synthesize it. The reactants are: [CH3:1][O:2][C:3]1[C:4](=[O:29])[C:5]([CH3:28])=[C:6]([CH2:12][C:13]2[CH:21]=[CH:20][C:16]([C:17](O)=[O:18])=[C:15]([C:22]3[CH:27]=[CH:26][CH:25]=[CH:24][CH:23]=3)[CH:14]=2)[C:7](=[O:11])[C:8]=1[O:9][CH3:10].[NH:30]1[CH2:35][CH2:34][O:33][CH2:32][CH2:31]1.CCN=C=NCCCN(C)C.Cl. (10) Given the product [Cl:13][C:4]1[CH:3]=[C:2]([CH2:23][C:22](=[O:24])[CH:21]([CH3:25])[CH3:20])[CH:7]=[C:6]([O:8][CH2:9][CH2:10][O:11][CH3:12])[CH:5]=1, predict the reactants needed to synthesize it. The reactants are: Br[C:2]1[CH:7]=[C:6]([O:8][CH2:9][CH2:10][O:11][CH3:12])[CH:5]=[C:4]([Cl:13])[CH:3]=1.C(O[Na])(C)(C)C.[CH3:20][CH:21]([CH3:25])[C:22](=[O:24])[CH3:23].